Dataset: Catalyst prediction with 721,799 reactions and 888 catalyst types from USPTO. Task: Predict which catalyst facilitates the given reaction. (1) Reactant: [F:1][C:2]1[CH:3]=[C:4]([N:21]2[CH2:25][C@H:24]([CH2:26][N:27]3[CH:31]=[CH:30][N:29]=[N:28]3)[O:23][C:22]2=[O:32])[CH:5]=[CH:6][C:7]=1[C:8]1[CH:9]=[N:10][C:11]([C:14]2[CH2:18][C@@H:17]([CH2:19][OH:20])[O:16][N:15]=2)=[CH:12][CH:13]=1.C(N(C(C)C)CC)(C)C.[CH3:42][O:43][CH2:44][CH2:45][O:46][CH2:47]Cl. Product: [F:1][C:2]1[CH:3]=[C:4]([N:21]2[CH2:25][C@H:24]([CH2:26][N:27]3[CH:31]=[CH:30][N:29]=[N:28]3)[O:23][C:22]2=[O:32])[CH:5]=[CH:6][C:7]=1[C:8]1[CH:9]=[N:10][C:11]([C:14]2[CH2:18][C@@H:17]([CH2:19][O:20][CH2:42][O:43][CH2:44][CH2:45][O:46][CH3:47])[O:16][N:15]=2)=[CH:12][CH:13]=1. The catalyst class is: 3. (2) Reactant: [Br:1][C:2]1[CH:3]=[CH:4][C:5]([OH:18])=[C:6]([C:8](=[O:17])[CH2:9][C:10]2[CH:15]=[CH:14][CH:13]=[CH:12][C:11]=2[F:16])[CH:7]=1.[C:19]([O-])(=O)[CH3:20].[Na+]. Product: [Br:1][C:2]1[CH:7]=[C:6]2[C:5](=[CH:4][CH:3]=1)[O:18][C:19]([CH3:20])=[C:9]([C:10]1[CH:15]=[CH:14][CH:13]=[CH:12][C:11]=1[F:16])[C:8]2=[O:17]. The catalyst class is: 152. (3) Reactant: Br[CH:2]([CH3:9])[C:3]([CH:5]1[CH2:8][CH2:7][CH2:6]1)=O.[NH2:10][C:11]([NH2:13])=[S:12]. Product: [CH:5]1([C:3]2[N:10]=[C:11]([NH2:13])[S:12][C:2]=2[CH3:9])[CH2:8][CH2:7][CH2:6]1. The catalyst class is: 8.